This data is from Catalyst prediction with 721,799 reactions and 888 catalyst types from USPTO. The task is: Predict which catalyst facilitates the given reaction. (1) Reactant: [NH2:1][C:2]1[CH:6]=[C:5]([CH2:7][CH3:8])[NH:4][N:3]=1.CS[C:11](=[N:13][C:14](=O)[C:15]1[CH:20]=[CH:19][C:18]([Cl:21])=[CH:17][C:16]=1[Cl:22])[CH3:12]. Product: [Cl:22][C:16]1[CH:17]=[C:18]([Cl:21])[CH:19]=[CH:20][C:15]=1[C:14]1[N:3]2[N:4]=[C:5]([CH2:7][CH3:8])[CH:6]=[C:2]2[N:1]=[C:11]([CH3:12])[N:13]=1. The catalyst class is: 12. (2) Reactant: Br.[O:2]=[C:3]1[NH:8][CH2:7][C:6]2([CH2:13][CH2:12][NH:11][CH2:10][CH2:9]2)[O:5][CH2:4]1.[C:14]([C:16]1[CH:24]=[CH:23][C:19]([C:20](Cl)=[O:21])=[CH:18][CH:17]=1)#[N:15]. Product: [C:14]([C:16]1[CH:24]=[CH:23][C:19]([C:20]([N:11]2[CH2:12][CH2:13][C:6]3([O:5][CH2:4][C:3](=[O:2])[NH:8][CH2:7]3)[CH2:9][CH2:10]2)=[O:21])=[CH:18][CH:17]=1)#[N:15]. The catalyst class is: 17. (3) Reactant: [Cl:1][C:2]1[CH:7]=[CH:6][CH:5]=[C:4]([F:8])[C:3]=1[C:9]([N:11]([CH2:14][C:15]1[CH:20]=[CH:19][C:18]([CH2:21][N:22]2[CH2:27][CH2:26][N:25]([C:28]3[C:33]([C:34]([O:36][CH:37]([CH3:39])[CH3:38])=[O:35])=[CH:32][CH:31]=[CH:30][N:29]=3)[CH2:24][CH2:23]2)=[CH:17][CH:16]=1)[CH2:12][CH3:13])=[O:10].[ClH:40]. Product: [ClH:1].[ClH:40].[Cl:1][C:2]1[CH:7]=[CH:6][CH:5]=[C:4]([F:8])[C:3]=1[C:9]([N:11]([CH2:14][C:15]1[CH:16]=[CH:17][C:18]([CH2:21][N:22]2[CH2:23][CH2:24][N:25]([C:28]3[C:33]([C:34]([O:36][CH:37]([CH3:38])[CH3:39])=[O:35])=[CH:32][CH:31]=[CH:30][N:29]=3)[CH2:26][CH2:27]2)=[CH:19][CH:20]=1)[CH2:12][CH3:13])=[O:10]. The catalyst class is: 27. (4) Reactant: [CH:1]([C:3]1[C:4]([F:15])=[CH:5][N:6]=[C:7]2[C:12]=1[N:11]=[C:10]([O:13][CH3:14])[CH:9]=[CH:8]2)=[CH2:2].[F:16][C@H:17]1[CH2:21][NH:20][CH2:19][C@H:18]1[CH2:22][NH:23][C:24](=[O:33])[O:25][CH2:26][C:27]1[CH:32]=[CH:31][CH:30]=[CH:29][CH:28]=1. Product: [C:27]1([CH2:26][O:25][C:24](=[O:33])[NH:23][CH2:22][C@H:18]2[C@@H:17]([F:16])[CH2:21][N:20]([CH2:2][CH2:1][C:3]3[C:12]4[C:7](=[CH:8][CH:9]=[C:10]([O:13][CH3:14])[N:11]=4)[N:6]=[CH:5][C:4]=3[F:15])[CH2:19]2)[CH:32]=[CH:31][CH:30]=[CH:29][CH:28]=1. The catalyst class is: 14. (5) Reactant: [C:1]([O:4][C:5]1[C:6]([CH3:15])=[C:7]([C:11]([CH3:14])=[CH:12][CH:13]=1)[C:8](O)=[O:9])(=[O:3])[CH3:2].O=S(Cl)[Cl:18]. Product: [Cl:18][C:8]([C:7]1[C:6]([CH3:15])=[C:5]([O:4][C:1](=[O:3])[CH3:2])[CH:13]=[CH:12][C:11]=1[CH3:14])=[O:9]. The catalyst class is: 575.